Task: Regression. Given two drug SMILES strings and cell line genomic features, predict the synergy score measuring deviation from expected non-interaction effect.. Dataset: NCI-60 drug combinations with 297,098 pairs across 59 cell lines (1) Drug 1: CN1C2=C(C=C(C=C2)N(CCCl)CCCl)N=C1CCCC(=O)O.Cl. Drug 2: COC1=NC(=NC2=C1N=CN2C3C(C(C(O3)CO)O)O)N. Cell line: SK-OV-3. Synergy scores: CSS=-9.04, Synergy_ZIP=0.522, Synergy_Bliss=-3.76, Synergy_Loewe=-7.48, Synergy_HSA=-6.47. (2) Drug 1: C1C(C(OC1N2C=C(C(=O)NC2=O)F)CO)O. Drug 2: B(C(CC(C)C)NC(=O)C(CC1=CC=CC=C1)NC(=O)C2=NC=CN=C2)(O)O. Cell line: HT29. Synergy scores: CSS=64.6, Synergy_ZIP=-2.94, Synergy_Bliss=-5.19, Synergy_Loewe=-2.26, Synergy_HSA=0.150. (3) Drug 1: CS(=O)(=O)CCNCC1=CC=C(O1)C2=CC3=C(C=C2)N=CN=C3NC4=CC(=C(C=C4)OCC5=CC(=CC=C5)F)Cl. Drug 2: CCN(CC)CCCC(C)NC1=C2C=C(C=CC2=NC3=C1C=CC(=C3)Cl)OC. Cell line: NCI-H522. Synergy scores: CSS=42.2, Synergy_ZIP=-6.32, Synergy_Bliss=1.90, Synergy_Loewe=0.205, Synergy_HSA=4.49. (4) Drug 1: CC(C)(C#N)C1=CC(=CC(=C1)CN2C=NC=N2)C(C)(C)C#N. Drug 2: CC12CCC3C(C1CCC2OP(=O)(O)O)CCC4=C3C=CC(=C4)OC(=O)N(CCCl)CCCl.[Na+]. Cell line: 786-0. Synergy scores: CSS=1.25, Synergy_ZIP=0.353, Synergy_Bliss=1.16, Synergy_Loewe=-0.820, Synergy_HSA=-1.41.